Dataset: Full USPTO retrosynthesis dataset with 1.9M reactions from patents (1976-2016). Task: Predict the reactants needed to synthesize the given product. (1) The reactants are: Br[C:2]1[C:10]2[C:5](=[CH:6][C:7]([C:11]3[CH:12]=[C:13]([CH:19]=[C:20]([F:23])[C:21]=3[CH3:22])[C:14]([NH:16][CH2:17][CH3:18])=[O:15])=[CH:8][CH:9]=2)[NH:4][N:3]=1.[F:24][C:25]1[CH:30]=[CH:29][C:28](B(O)O)=[C:27]([CH3:34])[CH:26]=1.C(=O)([O-])O.[Na+]. Given the product [CH2:17]([NH:16][C:14](=[O:15])[C:13]1[CH:12]=[C:11]([C:7]2[CH:6]=[C:5]3[C:10]([C:2]([C:28]4[CH:29]=[CH:30][C:25]([F:24])=[CH:26][C:27]=4[CH3:34])=[N:3][NH:4]3)=[CH:9][CH:8]=2)[C:21]([CH3:22])=[C:20]([F:23])[CH:19]=1)[CH3:18], predict the reactants needed to synthesize it. (2) Given the product [ClH:1].[CH3:9][O:8][C:5]1[N:6]=[N:7][CH:2]=[CH:3][C:4]=1[CH:10]([NH2:12])[CH3:11], predict the reactants needed to synthesize it. The reactants are: [Cl:1][C:2]1[N:7]=[N:6][C:5]([O:8][CH3:9])=[C:4]([CH:10]([NH2:12])[CH3:11])[CH:3]=1. (3) The reactants are: [CH3:1][C:2]1([CH3:11])[N:6]2[C:7](=[O:10])[CH2:8][CH2:9][C@H:5]2[CH2:4][O:3]1.[Li+].[CH3:13][CH:14]([N-]C(C)C)[CH3:15].C(Br)C=C. Given the product [CH2:15]([CH:8]1[C:7](=[O:10])[N:6]2[C:2]([CH3:11])([CH3:1])[O:3][CH2:4][C@@H:5]2[CH2:9]1)[CH:14]=[CH2:13], predict the reactants needed to synthesize it. (4) Given the product [CH:1]1[C:13]2[CH:12]([CH2:14][O:15][C:16]([N:18]3[CH2:23][C@@H:22]([C:24](=[O:47])[NH:25][CH2:26][C:27]4([CH2:41][CH2:42][CH2:43][CH2:44][O:45][CH3:46])[C:40]5[CH:39]=[CH:38][CH:37]=[CH:36][C:35]=5[O:34][C:33]5[C:28]4=[CH:29][CH:30]=[CH:31][CH:32]=5)[CH2:21][C@@H:20]([NH:48][S:55]([C:54]4[CH:53]=[C:52]([CH3:59])[S:51][C:50]=4[CH3:49])(=[O:57])=[O:56])[CH2:19]3)=[O:17])[C:11]3[C:6](=[CH:7][CH:8]=[CH:9][CH:10]=3)[C:5]=2[CH:4]=[CH:3][CH:2]=1, predict the reactants needed to synthesize it. The reactants are: [CH:1]1[C:13]2[CH:12]([CH2:14][O:15][C:16]([N:18]3[CH2:23][C@@H:22]([C:24](=[O:47])[NH:25][CH2:26][C:27]4([CH2:41][CH2:42][CH2:43][CH2:44][O:45][CH3:46])[C:40]5[CH:39]=[CH:38][CH:37]=[CH:36][C:35]=5[O:34][C:33]5[C:28]4=[CH:29][CH:30]=[CH:31][CH:32]=5)[CH2:21][C@@H:20]([NH2:48])[CH2:19]3)=[O:17])[C:11]3[C:6](=[CH:7][CH:8]=[CH:9][CH:10]=3)[C:5]=2[CH:4]=[CH:3][CH:2]=1.[CH3:49][C:50]1[S:51][C:52]([CH3:59])=[CH:53][C:54]=1[S:55](Cl)(=[O:57])=[O:56]. (5) Given the product [CH:38]([N:21]([CH2:20][C@@H:18]1[CH2:19][NH:15][CH2:16][C@H:17]1[O:41][C:42](=[O:51])[NH:43][CH2:44][C:45]1[CH:50]=[CH:49][CH:48]=[CH:47][CH:46]=1)[C:22](=[O:37])[C:23]1[CH:28]=[CH:27][C:26]([O:29][CH3:30])=[C:25]([O:31][CH2:32][CH2:33][CH2:34][O:35][CH3:36])[CH:24]=1)([CH3:40])[CH3:39], predict the reactants needed to synthesize it. The reactants are: Cl.O1CCOCC1.C(OC([N:15]1[CH2:19][C@@H:18]([CH2:20][N:21]([CH:38]([CH3:40])[CH3:39])[C:22](=[O:37])[C:23]2[CH:28]=[CH:27][C:26]([O:29][CH3:30])=[C:25]([O:31][CH2:32][CH2:33][CH2:34][O:35][CH3:36])[CH:24]=2)[C@H:17]([O:41][C:42](=[O:51])[NH:43][CH2:44][C:45]2[CH:50]=[CH:49][CH:48]=[CH:47][CH:46]=2)[CH2:16]1)=O)(C)(C)C. (6) Given the product [CH2:10]1[C:18]2[C:13](=[CH:14][C:15]([S:19]([C:22]3([C:27]4[CH:28]=[CH:29][C:30]([C:33]([F:42])([C:34]([F:37])([F:36])[F:35])[C:38]([F:41])([F:39])[F:40])=[CH:31][CH:32]=4)[CH2:26][CH2:25][N:24]([C:49]([CH:46]4[CH2:47][CH2:48][S:43](=[O:53])(=[O:52])[CH2:44][CH2:45]4)=[O:50])[CH2:23]3)(=[O:20])=[O:21])=[CH:16][CH:17]=2)[CH2:12][CH2:11]1, predict the reactants needed to synthesize it. The reactants are: CCN(C(C)C)C(C)C.[CH2:10]1[C:18]2[C:13](=[CH:14][C:15]([S:19]([C:22]3([C:27]4[CH:32]=[CH:31][C:30]([C:33]([F:42])([C:38]([F:41])([F:40])[F:39])[C:34]([F:37])([F:36])[F:35])=[CH:29][CH:28]=4)[CH2:26][CH2:25][NH:24][CH2:23]3)(=[O:21])=[O:20])=[CH:16][CH:17]=2)[CH2:12][CH2:11]1.[S:43]1(=[O:53])(=[O:52])[CH2:48][CH2:47][CH:46]([C:49](O)=[O:50])[CH2:45][CH2:44]1.CN(C(ON1N=NC2C=CC=NC1=2)=[N+](C)C)C.F[P-](F)(F)(F)(F)F.